From a dataset of Drug-target binding data from BindingDB using Kd measurements. Regression. Given a target protein amino acid sequence and a drug SMILES string, predict the binding affinity score between them. We predict pKd (pKd = -log10(Kd in M); higher means stronger binding). Dataset: bindingdb_kd. (1) The small molecule is C[C@@H](Oc1cc(-c2cnn(C3CCNCC3)c2)cnc1N)c1c(Cl)ccc(F)c1Cl. The target protein (P51817) has sequence MEAPGLAQAAAAESDSRKVAEETPDGAPALCPSPEALSPEPPVYSLQDFDTLATVGTGTFGRVHLVKEKTAKHFFALKVMSIPDVIRLKQEQHVHNEKSVLKEVSHPFLIRLFWTWHDERFLYMLMEYVPGGELFSYLRNRGRFSSTTGLFYSAEIICAIEYLHSKEIVYRDLKPENILLDRDGHIKLTDFGFAKKLVDRTWTLCGTPEYLAPEVIQSKGHGRAVDWWALGILIFEMLSGFPPFFDDNPFGIYQKILAGKIDFPRHLDFHVKDLIKKLLVVDRTRRLGNMKNGANDVKHHRWFRSVDWEAVPQRKLKPPIVPKIAGDGDTSNFETYPENDWDTAAPVPQKDLEIFKNF. The pKd is 5.0. (2) The compound is COc1cc(/C=C2\CCn3c2nc2cc(NCCCN4CCOCC4)c(F)cc2c3=O)cc(OC)c1OC. The target protein (P22392) has sequence MANLERTFIAIKPDGVQRGLVGEIIKRFEQKGFRLVAMKFLRASEEHLKQHYIDLKDRPFFPGLVKYMNSGPVVAMVWEGLNVVKTGRVMLGETNPADSKPGTIRGDFCIQVGRNIIHGSDSVKSAEKEISLWFKPEELVDYKSCAHDWVYE. The pKd is 4.6. (3) The drug is Cc1cc(O)[nH]c(=O)c1C#N. The target protein (Q16831) has sequence MAATGANAEKAESHNDCPVRLLNPNIAKMKEDILYHFNLTTSRHNFPALFGDVKFVCVGGSPSRMKAFIRCVGAELGLDCPGRDYPNICAGTDRYAMYKVGPVLSVSHGMGIPSISIMLHELIKLLYYARCSNVTIIRIGTSGGIGLEPGTVVITEQAVDTCFKAEFEQIVLGKRVIRKTDLNKKLVQELLLCSAELSEFTTVVGNTMCTLDFYEGQGRLDGALCSYTEKDKQAYLEAAYAAGVRNIEMESSVFAAMCSACGLQAAVVCVTLLNRLEGDQISSPRNVLSEYQQRPQRLVSYFIKKKLSKA. The pKd is 7.4. (4) The target protein (P01024) has sequence MGPTSGPSLLLLLLTHLPLALGSPMYSIITPNILRLESEETMVLEAHDAQGDVPVTVTVHDFPGKKLVLSSEKTVLTPATNHMGNVTFTIPANREFKSEKGRNKFVTVQATFGTQVVEKVVLVSLQSGYLFIQTDKTIYTPGSTVLYRIFTVNHKLLPVGRTVMVNIENPEGIPVKQDSLSSQNQLGVLPLSWDIPELVNMGQWKIRAYYENSPQQVFSTEFEVKEYVLPSFEVIVEPTEKFYYIYNEKGLEVTITARFLYGKKVEGTAFVIFGIQDGEQRISLPESLKRIPIEDGSGEVVLSRKVLLDGVQNPRAEDLVGKSLYVSATVILHSGSDMVQAERSGIPIVTSPYQIHFTKTPKYFKPGMPFDLMVFVTNPDGSPAYRVPVAVQGEDTVQSLTQGDGVAKLSINTHPSQKPLSITVRTKKQELSEAEQATRTMQALPYSTVGNSNNYLHLSVLRTELRPGETLNVNFLLRMDRAHEAKIRYYTYLIMNKGRL.... The compound is CC[C@H](C)[C@H](NC(=O)[C@H](CS)NC(=O)[C@@H](NC(=O)[C@H](Cc1c[nH]c2ccccc12)NC(=O)[C@H](CCC(N)=O)NC(=O)[C@H](CC(=O)O)NC(=O)[C@H](Cc1c[nH]c2ccccc12)NC(=O)CNC(=O)[C@H](C)NC(=O)[C@H](Cc1cnc[nH]1)NC(=O)[C@H](CCCN=C(N)N)NC(=O)[C@H](CS)NC(=O)[C@@H](N)[C@@H](C)O)C(C)C)C(=O)OC. The pKd is 6.8. (5) The small molecule is CCCCCCCCCCCCCCCC(=O)NCC(=O)O. The target protein sequence is MTIKEMPQPKTFGELKNLPLLNTDKPVQALMKIADELGEIFKFEAPGRVTRYLSSQRLIKEACDESRFDKNLSQALKFVRDFFGDGLVTSWTHEKNWKKAHNILLPSFSQQAMKGYHAMMVDIAVQLVQKWERLNADEHIEVPEDMTRLTLDTIGLCGFNYRFNSFYRDQPHPFITSMVRALDEAMNKLQRANPDDPAYDENKRQFQEDIKVMNDLVDKIIADRKASGEQSDDLLTHMLNGKDPETGEPLDDENIRYQIITFLIAGHETTSGLLSFALYFLVKNPHVLQKAAEEAARVLVDPVPSYKQVKQLKYVGMVLNEALRLWPTAPAFSLYAKEDTVLGGEYPLEKGDELMVLIPQLHRDKTIWGDDVEEFRPERFENPSAIPQHAFKPFGNGQRACIGQQFALHEATLVLGMMLKHFDFEDHTNYELDIKETLTLKPEGFVVKAKSKKIPLGGIPSPSTEQSAKKVRKKAENAHNTPLLVLYGSNMGTAEGTARD.... The pKd is 8.4.